This data is from Full USPTO retrosynthesis dataset with 1.9M reactions from patents (1976-2016). The task is: Predict the reactants needed to synthesize the given product. (1) Given the product [CH3:1][NH:2][CH2:10][C:11]([NH:13][CH2:14][CH2:15][CH2:16][NH:17][C:18]1[N:19]=[C:20]([NH:29][C:30]2[CH:35]=[CH:34][CH:33]=[C:32]([CH3:36])[CH:31]=2)[C:21]2[C:27](=[O:28])[NH:26][CH:25]=[CH:24][C:22]=2[N:23]=1)=[O:12], predict the reactants needed to synthesize it. The reactants are: [CH3:1][N:2]([CH2:10][C:11]([NH:13][CH2:14][CH2:15][CH2:16][NH:17][C:18]1[N:19]=[C:20]([NH:29][C:30]2[CH:35]=[CH:34][CH:33]=[C:32]([CH3:36])[CH:31]=2)[C:21]2[C:27](=[O:28])[NH:26][CH:25]=[CH:24][C:22]=2[N:23]=1)=[O:12])C(=O)OC(C)(C)C.C(O)(C(F)(F)F)=O. (2) Given the product [F:9][C:10]1[CH:15]=[CH:14][C:13]([N:16]2[CH2:21][CH2:20][N:19]3[N:22]=[C:23]([CH:25]([OH:26])[CH3:4])[CH:24]=[C:18]3[C:17]2=[O:27])=[CH:12][CH:11]=1, predict the reactants needed to synthesize it. The reactants are: C[Mg]Br.[CH2:4](OCC)C.[F:9][C:10]1[CH:15]=[CH:14][C:13]([N:16]2[CH2:21][CH2:20][N:19]3[N:22]=[C:23]([CH:25]=[O:26])[CH:24]=[C:18]3[C:17]2=[O:27])=[CH:12][CH:11]=1.[NH4+].[Cl-]. (3) Given the product [OH:20][CH:21]1[CH2:26][O:25][C:24]2([CH2:27][CH2:28][CH:29]([N:32]3[C:37](=[O:38])[C:36]([CH2:39][C:40]4[CH:41]=[CH:42][C:43]([C:46]5[CH:51]=[CH:50][CH:49]=[CH:48][C:47]=5[C:52]5[NH:3][C:4](=[O:7])[O:5][N:53]=5)=[CH:44][CH:45]=4)=[C:35]([CH2:54][CH2:55][CH3:56])[N:34]4[N:57]=[CH:58][N:59]=[C:33]34)[CH2:30][CH2:31]2)[O:23][CH2:22]1, predict the reactants needed to synthesize it. The reactants are: [Cl-].O[NH3+:3].[C:4](=[O:7])([O-])[OH:5].[Na+].CS(C)=O.[Si]([O:20][CH:21]1[CH2:26][O:25][C:24]2([CH2:31][CH2:30][CH:29]([N:32]3[C:37](=[O:38])[C:36]([CH2:39][C:40]4[CH:45]=[CH:44][C:43]([C:46]5[C:47]([C:52]#[N:53])=[CH:48][CH:49]=[CH:50][CH:51]=5)=[CH:42][CH:41]=4)=[C:35]([CH2:54][CH2:55][CH3:56])[N:34]4[N:57]=[CH:58][N:59]=[C:33]34)[CH2:28][CH2:27]2)[O:23][CH2:22]1)(C(C)(C)C)(C)C. (4) The reactants are: [O:1]=[C:2]1[C:6]2([CH2:11][CH2:10][N:9](C(OC(C)(C)C)=O)[CH2:8][CH2:7]2)[CH2:5][CH2:4][NH:3]1.[ClH:19]. Given the product [ClH:19].[C:2]1(=[O:1])[C:6]2([CH2:11][CH2:10][NH:9][CH2:8][CH2:7]2)[CH2:5][CH2:4][NH:3]1, predict the reactants needed to synthesize it.